Task: Regression. Given a peptide amino acid sequence and an MHC pseudo amino acid sequence, predict their binding affinity value. This is MHC class II binding data.. Dataset: Peptide-MHC class II binding affinity with 134,281 pairs from IEDB The peptide sequence is YDKKLANVSTVLTGK. The MHC is DRB1_0405 with pseudo-sequence DRB1_0405. The binding affinity (normalized) is 0.521.